From a dataset of Full USPTO retrosynthesis dataset with 1.9M reactions from patents (1976-2016). Predict the reactants needed to synthesize the given product. (1) Given the product [CH3:1][C:2]1([C:5]([N:7]2[CH2:16][C:15]3[NH:14][C:13]4[CH:17]=[CH:18][CH:19]=[C:20]5[C:21](=[O:23])[NH:27][N:28]=[C:11]([C:12]=45)[C:10]=3[CH2:9][CH2:8]2)=[O:6])[CH2:4][CH2:3]1, predict the reactants needed to synthesize it. The reactants are: [CH3:1][C:2]1([C:5]([N:7]2[CH2:16][C:15]3[NH:14][C:13]4[CH:17]=[CH:18][CH:19]=[C:20]([C:21]([O:23]C)=O)[C:12]=4[C:11](=O)[C:10]=3[CH2:9][CH2:8]2)=[O:6])[CH2:4][CH2:3]1.O.[NH2:27][NH2:28]. (2) Given the product [F:12][C:11]([F:14])([F:13])[CH2:10][O:9][CH2:8][C:5]1[CH:6]=[CH:7][C:2]([C:15]#[N:16])=[N:3][CH:4]=1, predict the reactants needed to synthesize it. The reactants are: Cl[C:2]1[CH:7]=[CH:6][C:5]([CH2:8][O:9][CH2:10][C:11]([F:14])([F:13])[F:12])=[CH:4][N:3]=1.[CH3:15][N:16](C=O)C. (3) Given the product [OH:22][CH2:21][C@@H:9]([NH:8][C:6](=[O:7])[O:5][C:2]([CH3:3])([CH3:1])[CH3:4])[CH2:10][C:11]1[CH:16]=[CH:15][CH:14]=[CH:13][C:12]=1[C:17]([F:20])([F:19])[F:18], predict the reactants needed to synthesize it. The reactants are: [CH3:1][C:2]([O:5][C:6]([NH:8][C@H:9]([C:21](O)=[O:22])[CH2:10][C:11]1[CH:16]=[CH:15][CH:14]=[CH:13][C:12]=1[C:17]([F:20])([F:19])[F:18])=[O:7])([CH3:4])[CH3:3].B.C1COCC1. (4) Given the product [CH3:32][C:33]([NH:40][C:28]([C:25]1[CH2:24][CH2:23][NH:22][C:21]2[N:20]=[CH:19][N:18]=[C:17]([NH:16][C:4]3[CH:5]=[CH:6][C:7]([O:8][C:9]4[CH:10]=[N:11][C:12]([CH3:15])=[CH:13][CH:14]=4)=[C:2]([CH3:1])[CH:3]=3)[C:27]=2[CH:26]=1)=[O:30])([CH3:39])[CH2:34][S:35]([CH3:38])(=[O:37])=[O:36], predict the reactants needed to synthesize it. The reactants are: [CH3:1][C:2]1[CH:3]=[C:4]([NH:16][C:17]2[C:27]3[CH:26]=[C:25]([C:28]([OH:30])=O)[CH2:24][CH2:23][NH:22][C:21]=3[N:20]=[CH:19][N:18]=2)[CH:5]=[CH:6][C:7]=1[O:8][C:9]1[CH:10]=[N:11][C:12]([CH3:15])=[CH:13][CH:14]=1.Cl.[CH3:32][C:33]([NH2:40])([CH3:39])[CH2:34][S:35]([CH3:38])(=[O:37])=[O:36].Cl.C(N=C=NCCCN(C)C)C.O.ON1C2C=CC=CC=2N=N1. (5) Given the product [CH3:1][O:2][C:3]1[C:4]2[CH2:12][N:11]([C:14]3[CH:21]=[CH:20][C:19]([CH3:22])=[CH:18][C:15]=3[C:16]#[N:17])[CH2:10][CH2:9][C:5]=2[N:6]=[CH:7][N:8]=1, predict the reactants needed to synthesize it. The reactants are: [CH3:1][O:2][C:3]1[C:4]2[CH2:12][NH:11][CH2:10][CH2:9][C:5]=2[N:6]=[CH:7][N:8]=1.Br[C:14]1[CH:21]=[CH:20][C:19]([CH3:22])=[CH:18][C:15]=1[C:16]#[N:17].CC1(C)C2C(=C(P(C3C=CC=CC=3)C3C=CC=CC=3)C=CC=2)OC2C(P(C3C=CC=CC=3)C3C=CC=CC=3)=CC=CC1=2.CC(C)([O-])C.[Na+].